Dataset: Forward reaction prediction with 1.9M reactions from USPTO patents (1976-2016). Task: Predict the product of the given reaction. (1) Given the reactants [F:1][C:2]([F:7])([F:6])[C:3]([OH:5])=[O:4].[Cl:8][C:9]1[CH:14]=[CH:13][C:12]([NH:15][C:16](=[O:31])[CH2:17][N:18]2[CH2:23][CH2:22][N:21](C(OC(C)(C)C)=O)[CH2:20][CH2:19]2)=[CH:11][C:10]=1[NH:32][C:33]1[S:34]/[C:35](=[CH:39]\[C:40]2[CH:41]=[C:42]3[C:47](=[CH:48][CH:49]=2)[N:46]=[CH:45][CH:44]=[CH:43]3)/[C:36](=[O:38])[N:37]=1, predict the reaction product. The product is: [F:1][C:2]([F:7])([F:6])[C:3]([OH:5])=[O:4].[Cl:8][C:9]1[CH:14]=[CH:13][C:12]([NH:15][C:16](=[O:31])[CH2:17][N:18]2[CH2:19][CH2:20][NH:21][CH2:22][CH2:23]2)=[CH:11][C:10]=1[NH:32][C:33]1[S:34]/[C:35](=[CH:39]\[C:40]2[CH:41]=[C:42]3[C:47](=[CH:48][CH:49]=2)[N:46]=[CH:45][CH:44]=[CH:43]3)/[C:36](=[O:38])[N:37]=1. (2) The product is: [CH3:12][O:11][C:5]1[CH:6]=[C:7]([N+:8]([O-:10])=[O:9])[CH:2]=[CH:3][C:4]=1[B:13]1[O:17][C:16]([CH3:19])([CH3:18])[C:15]([CH3:21])([CH3:20])[O:14]1. Given the reactants Br[C:2]1[C:7]([N+:8]([O-:10])=[O:9])=[CH:6][C:5]([O:11][CH3:12])=[CH:4][CH:3]=1.[B:13]1([B:13]2[O:17][C:16]([CH3:19])([CH3:18])[C:15]([CH3:21])([CH3:20])[O:14]2)[O:17][C:16]([CH3:19])([CH3:18])[C:15]([CH3:21])([CH3:20])[O:14]1.C([O-])(=O)C.[K+], predict the reaction product. (3) The product is: [Cl:1][C:2]1[C:9]([Cl:10])=[C:8]([N:18]2[CH2:19][CH2:20][C@H:16]([C:13]([OH:12])([CH3:15])[CH3:14])[C@@H:17]2[CH3:21])[CH:7]=[CH:6][C:3]=1[C:4]#[N:5]. Given the reactants [Cl:1][C:2]1[C:9]([Cl:10])=[C:8](F)[CH:7]=[CH:6][C:3]=1[C:4]#[N:5].[OH:12][C:13]([C@H:16]1[CH2:20][CH2:19][NH:18][C@H:17]1[CH3:21])([CH3:15])[CH3:14].C(=O)([O-])[O-].[Li+].[Li+], predict the reaction product. (4) Given the reactants [CH2:1]([O:3][C:4](=[O:9])[CH2:5][C:6]([OH:8])=[O:7])[CH3:2].[Al+3].[Cl-].[Cl-].[Cl-].[CH2:14]([C:16]1[CH2:17][C@H:18]2[C@@H:21]([CH:22]=1)[C:20](=O)[CH2:19]2)[CH3:15].COC1CCCC1, predict the reaction product. The product is: [CH2:1]([O:3][C:4](=[O:9])[C:5](=[C:19]1[CH2:20][C@@H:21]2[C@H:18]1[CH:17]=[C:16]([CH2:14][CH3:15])[CH2:22]2)[C:6]([OH:8])=[O:7])[CH3:2]. (5) The product is: [CH3:1][C:2]1[C:10]([CH3:11])=[CH:9][C:5]([C:6]([O:8][CH3:13])=[O:7])=[C:4]([NH2:12])[CH:3]=1. Given the reactants [CH3:1][C:2]1[C:10]([CH3:11])=[CH:9][C:5]([C:6]([OH:8])=[O:7])=[C:4]([NH2:12])[CH:3]=1.[CH3:13][Si](C=[N+]=[N-])(C)C, predict the reaction product. (6) The product is: [CH:33]1([C:36]([N:2]2[CH2:6][CH2:5][C@H:4]([NH:7][C:8]([C:10]3[C:14]4[N:15]=[CH:16][N:17]=[C:18]([C:19]5[C:27]6[O:26][CH2:25][O:24][C:23]=6[CH:22]=[CH:21][C:20]=5[O:28][CH2:29][CH:30]5[CH2:32][CH2:31]5)[C:13]=4[NH:12][CH:11]=3)=[O:9])[CH2:3]2)=[O:37])[CH2:35][CH2:34]1. Given the reactants Cl.[NH:2]1[CH2:6][CH2:5][C@H:4]([NH:7][C:8]([C:10]2[C:14]3[N:15]=[CH:16][N:17]=[C:18]([C:19]4[C:27]5[O:26][CH2:25][O:24][C:23]=5[CH:22]=[CH:21][C:20]=4[O:28][CH2:29][CH:30]4[CH2:32][CH2:31]4)[C:13]=3[NH:12][CH:11]=2)=[O:9])[CH2:3]1.[CH:33]1([C:36](Cl)=[O:37])[CH2:35][CH2:34]1, predict the reaction product. (7) Given the reactants C(OC([N:8]1[CH2:13][CH2:12][CH:11]([NH:14][CH:15]2[CH2:17][CH2:16]2)[CH2:10][CH2:9]1)=O)(C)(C)C.[F:18][C:19]1[CH:20]=[C:21]([CH:25]=[CH:26][C:27]=1[C:28]1[O:32][CH:31]=[N:30][CH:29]=1)[C:22](O)=[O:23].O1C2(CCN(C#N)CC2)OCC1.FC(F)(F)C(O)=O, predict the reaction product. The product is: [CH:15]1([N:14]([CH:11]2[CH2:10][CH2:9][NH:8][CH2:13][CH2:12]2)[C:22](=[O:23])[C:21]2[CH:25]=[CH:26][C:27]([C:28]3[O:32][CH:31]=[N:30][CH:29]=3)=[C:19]([F:18])[CH:20]=2)[CH2:16][CH2:17]1. (8) Given the reactants F[C:2]1[C:7]([O:8][CH3:9])=[CH:6][CH:5]=[CH:4][C:3]=1[S:10]([C:13]1[CH:18]=[CH:17][C:16](/[CH:19]=[CH:20]/[C:21]2[CH:26]=[CH:25][C:24]([F:27])=[CH:23][CH:22]=2)=[CH:15][CH:14]=1)(=[O:12])=[O:11].[CH3:28][O-:29].[Na+], predict the reaction product. The product is: [F:27][C:24]1[CH:23]=[CH:22][C:21](/[CH:20]=[CH:19]/[C:16]2[CH:17]=[CH:18][C:13]([S:10]([C:3]3[CH:4]=[CH:5][CH:6]=[C:7]([O:8][CH3:9])[C:2]=3[O:29][CH3:28])(=[O:11])=[O:12])=[CH:14][CH:15]=2)=[CH:26][CH:25]=1. (9) Given the reactants [NH2:1][C:2]1[S:3][C@@:4]2([C:19](OC)=[O:20])[C@@H:6]([C@:7]([C:11]3[CH:16]=[C:15]([NH2:17])[CH:14]=[CH:13][C:12]=3[F:18])([CH2:9][F:10])[N:8]=1)[CH2:5]2.[BH4-].[Li+].CO, predict the reaction product. The product is: [NH2:1][C:2]1[S:3][C@@:4]2([CH2:19][OH:20])[C@@H:6]([C@:7]([C:11]3[CH:16]=[C:15]([NH2:17])[CH:14]=[CH:13][C:12]=3[F:18])([CH2:9][F:10])[N:8]=1)[CH2:5]2. (10) Given the reactants C1(NC2C=CC(NC3C=CC=CC=3)=CC=2)C=CC=CC=1.[CH3:21][C:22]([S:27][C:28]1[CH:33]=[CH:32][CH:31]=[CH:30][CH:29]=1)([CH3:26])[CH2:23][CH2:24][OH:25].[C:34](OCC)(=[O:37])[CH:35]=[CH2:36], predict the reaction product. The product is: [C:34]([O:25][CH2:24][CH2:23][C:22]([CH3:21])([S:27][C:28]1[CH:33]=[CH:32][CH:31]=[CH:30][CH:29]=1)[CH3:26])(=[O:37])[CH:35]=[CH2:36].